From a dataset of NCI-60 drug combinations with 297,098 pairs across 59 cell lines. Regression. Given two drug SMILES strings and cell line genomic features, predict the synergy score measuring deviation from expected non-interaction effect. (1) Drug 2: B(C(CC(C)C)NC(=O)C(CC1=CC=CC=C1)NC(=O)C2=NC=CN=C2)(O)O. Synergy scores: CSS=37.6, Synergy_ZIP=-8.83, Synergy_Bliss=-18.8, Synergy_Loewe=-18.4, Synergy_HSA=-18.4. Drug 1: C1=C(C(=O)NC(=O)N1)F. Cell line: SF-539. (2) Cell line: HCT-15. Drug 1: C1=CC(=CC=C1CCCC(=O)O)N(CCCl)CCCl. Drug 2: CC1=C(C=C(C=C1)C(=O)NC2=CC(=CC(=C2)C(F)(F)F)N3C=C(N=C3)C)NC4=NC=CC(=N4)C5=CN=CC=C5. Synergy scores: CSS=25.5, Synergy_ZIP=2.35, Synergy_Bliss=0.634, Synergy_Loewe=-2.16, Synergy_HSA=-1.89. (3) Drug 1: CN1C2=C(C=C(C=C2)N(CCCl)CCCl)N=C1CCCC(=O)O.Cl. Drug 2: C(CCl)NC(=O)N(CCCl)N=O. Cell line: U251. Synergy scores: CSS=38.0, Synergy_ZIP=-1.91, Synergy_Bliss=2.12, Synergy_Loewe=0.252, Synergy_HSA=3.79. (4) Drug 1: CC1=C(C(CCC1)(C)C)C=CC(=CC=CC(=CC(=O)O)C)C. Drug 2: CC12CCC3C(C1CCC2OP(=O)(O)O)CCC4=C3C=CC(=C4)OC(=O)N(CCCl)CCCl.[Na+]. Cell line: NCI-H460. Synergy scores: CSS=13.9, Synergy_ZIP=2.51, Synergy_Bliss=0.874, Synergy_Loewe=-1.07, Synergy_HSA=-3.05.